From a dataset of Catalyst prediction with 721,799 reactions and 888 catalyst types from USPTO. Predict which catalyst facilitates the given reaction. (1) Reactant: [CH3:1][C:2]([CH3:10])=[CH:3][CH2:4][CH2:5][CH2:6][CH2:7][CH2:8]O.C1(P(C2C=CC=CC=2)C2C=CC=CC=2)C=CC=CC=1.C1C(=O)N([Br:37])C(=O)C1. The catalyst class is: 3. Product: [Br:37][CH2:8][CH2:7][CH2:6][CH2:5][CH2:4][CH:3]=[C:2]([CH3:10])[CH3:1]. (2) Reactant: [F:1][C:2]([F:27])([F:26])[C:3]1[CH:8]=[C:7]([C:9]([F:12])([F:11])[F:10])[N:6]=[C:5]([CH:13]([C:16]2[CH:21]=[CH:20][C:19]([N+:22]([O-:24])=[O:23])=[C:18]([CH3:25])[CH:17]=2)C#N)[N:4]=1.S(=O)(=O)(O)O.C(O)(=O)C.C(=O)(O)O.[H-].[Na+]. Product: [CH3:25][C:18]1[CH:17]=[C:16]([CH:21]=[CH:20][C:19]=1[N+:22]([O-:24])=[O:23])[CH2:13][C:5]1[N:4]=[C:3]([C:2]([F:1])([F:27])[F:26])[CH:8]=[C:7]([C:9]([F:10])([F:11])[F:12])[N:6]=1. The catalyst class is: 6. (3) Reactant: [F:1][C:2]([F:16])([F:15])[C:3]1[CH:14]=[CH:13][C:6]2[S:7][C:8]([C:10](Cl)=[O:11])=[CH:9][C:5]=2[CH:4]=1.[C:17]([O:21][CH3:22])(=[O:20])[CH2:18][SH:19].C(N(CC)CC)C. Product: [F:1][C:2]([F:16])([F:15])[C:3]1[CH:14]=[CH:13][C:6]2[S:7][C:8]([C:10](=[O:11])[S:19][CH2:18][C:17]([O:21][CH3:22])=[O:20])=[CH:9][C:5]=2[CH:4]=1. The catalyst class is: 7.